This data is from Reaction yield outcomes from USPTO patents with 853,638 reactions. The task is: Predict the reaction yield, written as a fraction of the theoretical maximum amount of product (1.0 means a 100% yield; for example, 0.34 means a 34% yield). The reactants are [CH2:1]([O:3][C:4](=[O:22])[CH2:5][NH:6][CH2:7][CH2:8][NH:9][S:10]([C:13]1[S:14][C:15]2[CH:21]=[CH:20][CH:19]=[CH:18][C:16]=2[N:17]=1)(=[O:12])=[O:11])[CH3:2].[CH:23]([O:36][C:37]([NH:39][C:40]1[CH:45]=[CH:44][N:43]([CH2:46][C:47](O)=[O:48])[C:42](=[O:50])[N:41]=1)=[O:38])([C:30]1[CH:35]=[CH:34][CH:33]=[CH:32][CH:31]=1)[C:24]1[CH:29]=[CH:28][CH:27]=[CH:26][CH:25]=1. No catalyst specified. The product is [CH2:1]([O:3][C:4](=[O:22])[CH2:5][N:6]([CH2:7][CH2:8][NH:9][S:10]([C:13]1[S:14][C:15]2[CH:21]=[CH:20][CH:19]=[CH:18][C:16]=2[N:17]=1)(=[O:12])=[O:11])[C:47](=[O:48])[CH2:46][N:43]1[CH:44]=[CH:45][C:40]([NH:39][C:37]([O:36][CH:23]([C:24]2[CH:25]=[CH:26][CH:27]=[CH:28][CH:29]=2)[C:30]2[CH:35]=[CH:34][CH:33]=[CH:32][CH:31]=2)=[O:38])=[N:41][C:42]1=[O:50])[CH3:2]. The yield is 0.850.